Task: Predict the reactants needed to synthesize the given product.. Dataset: Full USPTO retrosynthesis dataset with 1.9M reactions from patents (1976-2016) (1) Given the product [CH2:1]([C:3]1[C:4]([OH:26])=[C:5]([C:22]([O:24][CH3:25])=[O:23])[C:6](=[O:21])[NH:7][C:8]=1[C:9]1[CH:10]=[CH:11][C:12]([C:15]2[CH2:16][CH2:17][N:18]([CH2:27][CH3:28])[CH2:19][CH:20]=2)=[CH:13][CH:14]=1)[CH3:2], predict the reactants needed to synthesize it. The reactants are: [CH2:1]([C:3]1[C:4]([OH:26])=[C:5]([C:22]([O:24][CH3:25])=[O:23])[C:6](=[O:21])[NH:7][C:8]=1[C:9]1[CH:14]=[CH:13][C:12]([C:15]2[CH2:16][CH2:17][NH:18][CH2:19][CH:20]=2)=[CH:11][CH:10]=1)[CH3:2].[CH:27](=O)[CH3:28].C(O[BH-](OC(=O)C)OC(=O)C)(=O)C.[Na+]. (2) Given the product [CH3:1][N:2]([CH3:26])[CH2:3][CH2:4][N:5]([CH3:25])[C:6]1[S:7][C:8]2[CH:14]=[C:13]([NH:15][C:16]([C:17]3[CH:22]=[CH:21][C:20]([C:31]4[CH:30]=[CH:29][C:28]([Cl:27])=[CH:33][C:32]=4[Cl:34])=[CH:19][CH:18]=3)=[O:24])[CH:12]=[CH:11][C:9]=2[N:10]=1, predict the reactants needed to synthesize it. The reactants are: [CH3:1][N:2]([CH3:26])[CH2:3][CH2:4][N:5]([CH3:25])[C:6]1[S:7][C:8]2[CH:14]=[C:13]([NH:15][C:16](=[O:24])[C:17]3[CH:22]=[CH:21][C:20](I)=[CH:19][CH:18]=3)[CH:12]=[CH:11][C:9]=2[N:10]=1.[Cl:27][C:28]1[CH:33]=[C:32]([Cl:34])[CH:31]=[CH:30][C:29]=1B(O)O. (3) Given the product [F:15][C:14]([F:17])([F:16])[CH:13]([CH3:18])[CH2:12][CH2:11][CH:27]([S:24]([CH2:23][CH2:22][C:21]([F:20])([F:30])[F:31])(=[O:25])=[O:26])[C:28]#[N:29], predict the reactants needed to synthesize it. The reactants are: C1(C)C=CC(S(O[CH2:11][CH2:12][CH:13]([CH3:18])[C:14]([F:17])([F:16])[F:15])(=O)=O)=CC=1.[F:20][C:21]([F:31])([F:30])[CH2:22][CH2:23][S:24]([CH2:27][C:28]#[N:29])(=[O:26])=[O:25].C(=O)([O-])[O-].[K+].[K+].Cl. (4) Given the product [N:1]1[C:6]2[NH:7][C:8]3[C:13]([C:5]=2[CH:4]=[CH:3][CH:2]=1)=[CH:12][CH:11]=[C:10]([O:14][CH2:16][C:17]#[N:18])[CH:9]=3, predict the reactants needed to synthesize it. The reactants are: [N:1]1[C:6]2[NH:7][C:8]3[C:13]([C:5]=2[CH:4]=[CH:3][CH:2]=1)=[CH:12][CH:11]=[C:10]([OH:14])[CH:9]=3.Br[CH2:16][C:17]#[N:18].C([O-])([O-])=O.[K+].[K+].O. (5) Given the product [Br:1][C:2]1[CH:3]=[C:4]2[C:9](=[CH:10][C:11]=1[C:12]([NH:43][C:44]1[NH:48][N:47]=[N:46][N:45]=1)=[O:13])[O:8][CH2:7][CH2:6][CH:5]2[N:16]([C@H:31]1[CH2:36][CH2:35][C@H:34]([C:37]([CH3:39])([CH3:40])[CH3:38])[CH2:33][CH2:32]1)[C:17]([NH:19][C:20]1[CH:25]=[CH:24][C:23]([O:26][C:27]([F:29])([F:28])[F:30])=[CH:22][CH:21]=1)=[O:18], predict the reactants needed to synthesize it. The reactants are: [Br:1][C:2]1[CH:3]=[C:4]2[C:9](=[CH:10][C:11]=1[C:12](OC)=[O:13])[O:8][CH2:7][CH2:6][CH:5]2[N:16]([C@H:31]1[CH2:36][CH2:35][C@H:34]([C:37]([CH3:40])([CH3:39])[CH3:38])[CH2:33][CH2:32]1)[C:17]([NH:19][C:20]1[CH:25]=[CH:24][C:23]([O:26][C:27]([F:30])([F:29])[F:28])=[CH:22][CH:21]=1)=[O:18].[Li+].[OH-].[NH2:43][C:44]1[NH:48][N:47]=[N:46][N:45]=1. (6) Given the product [F:8][C:9]1[C:14]([F:15])=[CH:13][CH:12]=[CH:11][C:10]=1[C@H:16]1[CH2:22][N:21]2[C:23]([CH2:26][C:27]([F:30])([F:28])[F:29])=[CH:24][N:25]=[C:20]2[C@H:19]([NH:31][C:33]([N:60]2[CH2:59][CH2:58][CH:57]([N:56]3[C:50]4[C:51](=[N:52][CH:53]=[C:48]([F:47])[CH:49]=4)[NH:54][C:55]3=[O:63])[CH2:62][CH2:61]2)=[O:34])[CH2:18][CH2:17]1, predict the reactants needed to synthesize it. The reactants are: C(N(CC)CC)C.[F:8][C:9]1[C:14]([F:15])=[CH:13][CH:12]=[CH:11][C:10]=1[C@H:16]1[CH2:22][N:21]2[C:23]([CH2:26][C:27]([F:30])([F:29])[F:28])=[CH:24][N:25]=[C:20]2[C@H:19]([NH2:31])[CH2:18][CH2:17]1.Cl[C:33](OC1C=CC([N+]([O-])=O)=CC=1)=[O:34].[Cl-].[Cl-].[F:47][C:48]1[CH:49]=[C:50]2[N:56]([CH:57]3[CH2:62][CH2:61][NH2+:60][CH2:59][CH2:58]3)[C:55](=[O:63])[NH:54][C:51]2=[NH+:52][CH:53]=1.C(=O)([O-])[O-].[Na+].[Na+]. (7) Given the product [CH2:30]([NH:29][C:27](=[O:28])[C:26]1[CH:37]=[CH:38][N:39]=[C:24]([NH:23][C:17](=[O:18])[C:16]2[CH:20]=[CH:21][C:13]([N:12]([CH3:22])[CH3:11])=[CH:14][CH:15]=2)[CH:25]=1)[C:31]1[CH:36]=[CH:35][CH:34]=[CH:33][CH:32]=1, predict the reactants needed to synthesize it. The reactants are: FC1C=CC=CC=1C(Cl)=O.[CH3:11][N:12]([CH3:22])[C:13]1[CH:21]=[CH:20][C:16]([C:17](Cl)=[O:18])=[CH:15][CH:14]=1.[NH2:23][C:24]1[CH:25]=[C:26]([CH:37]=[CH:38][N:39]=1)[C:27]([NH:29][CH2:30][C:31]1[CH:36]=[CH:35][CH:34]=[CH:33][CH:32]=1)=[O:28].